Dataset: Reaction yield outcomes from USPTO patents with 853,638 reactions. Task: Predict the reaction yield, written as a fraction of the theoretical maximum amount of product (1.0 means a 100% yield; for example, 0.34 means a 34% yield). The reactants are [F:1][C:2]1[CH:7]=[CH:6][CH:5]=[C:4]([F:8])[C:3]=1[N:9]1[C:14]2[N:15]=[C:16](S(C)=O)[N:17]=[C:18]([C:19]3[CH:20]=[C:21]([CH:32]=[CH:33][C:34]=3[CH3:35])[C:22]([NH:24][C:25]3[CH:30]=[CH:29][C:28]([F:31])=[CH:27][CH:26]=3)=[O:23])[C:13]=2[CH2:12][NH:11][C:10]1=[O:39].[CH3:40][N:41]1[CH2:46][CH2:45][CH:44]([NH2:47])[CH2:43][CH2:42]1.C(N(CC)C(C)C)(C)C. The catalyst is C1COCC1. The product is [F:1][C:2]1[CH:7]=[CH:6][CH:5]=[C:4]([F:8])[C:3]=1[N:9]1[C:14]2[N:15]=[C:16]([NH:47][CH:44]3[CH2:45][CH2:46][N:41]([CH3:40])[CH2:42][CH2:43]3)[N:17]=[C:18]([C:19]3[CH:20]=[C:21]([CH:32]=[CH:33][C:34]=3[CH3:35])[C:22]([NH:24][C:25]3[CH:30]=[CH:29][C:28]([F:31])=[CH:27][CH:26]=3)=[O:23])[C:13]=2[CH2:12][NH:11][C:10]1=[O:39]. The yield is 0.830.